From a dataset of Forward reaction prediction with 1.9M reactions from USPTO patents (1976-2016). Predict the product of the given reaction. (1) Given the reactants NCC[N:4]1C(=O)/[C:7](=[CH:10]/[C:11]2[CH:16]=[CH:15][C:14]([O:17][CH2:18][CH3:19])=[CH:13][CH:12]=2)/[S:6][C:5]1=[O:20].[CH2:21]([N:23]([CH2:26]C)[CH2:24][CH3:25])C.[CH2:28]=[O:29].C(O[BH-](OC(=O)C)OC(=O)C)(=O)C.[Na+], predict the reaction product. The product is: [CH3:26][N:23]([CH3:21])[CH2:24][CH2:25][N:4]1[C:28](=[O:29])/[C:7](=[CH:10]/[C:11]2[CH:16]=[CH:15][C:14]([O:17][CH2:18][CH3:19])=[CH:13][CH:12]=2)/[S:6][C:5]1=[O:20]. (2) Given the reactants [CH3:1][C:2]1([CH3:47])[C:4]2([CH2:7][CH2:6][CH2:5]2)[C@:3]21[CH2:11][C@@H:10]([C:12](=[O:31])[NH:13][C@:14]1([C:19](=[O:30])[NH:20][S:21]([C:24]3([CH2:27][CH2:28][CH3:29])[CH2:26][CH2:25]3)(=[O:23])=[O:22])[CH2:16][C@H:15]1[CH:17]=[CH2:18])[N:9]([C:32]([C@@H:34]([NH:39]C(=O)OC(C)(C)C)[C:35]([CH3:38])([CH3:37])[CH3:36])=[O:33])[CH2:8]2.Cl, predict the reaction product. The product is: [NH2:39][C@@H:34]([C:35]([CH3:36])([CH3:38])[CH3:37])[C:32]([N:9]1[C@H:10]([C:12]([NH:13][C@:14]2([C:19](=[O:30])[NH:20][S:21]([C:24]3([CH2:27][CH2:28][CH3:29])[CH2:26][CH2:25]3)(=[O:23])=[O:22])[CH2:16][C@H:15]2[CH:17]=[CH2:18])=[O:31])[CH2:11][C@:3]2([C:2]([CH3:47])([CH3:1])[C:4]32[CH2:7][CH2:6][CH2:5]3)[CH2:8]1)=[O:33]. (3) Given the reactants C(OC([N:8]([C:39](OC(C)(C)C)=O)[C:9](=[O:38])[C:10]1[CH:15]=[C:14]([N:16]2[CH2:20][CH2:19][CH2:18][C:17]2=[O:21])[CH:13]=[CH:12][C:11]=1[C:22]([N:24]1[CH2:29][CH2:28][N:27]([C:30]2[C:35]([CH3:36])=[CH:34][C:33]([CH3:37])=[CH:32][N:31]=2)[CH2:26][CH2:25]1)=[O:23])=O)(C)(C)C.[N:46]1[CH:51]=[CH:50][CH:49]=[C:48](CN)[CH:47]=1, predict the reaction product. The product is: [CH3:36][C:35]1[C:30]([N:27]2[CH2:28][CH2:29][N:24]([C:22]([C:11]3[CH:12]=[CH:13][C:14]([N:16]4[CH2:20][CH2:19][CH2:18][C:17]4=[O:21])=[CH:15][C:10]=3[C:9]([NH:8][CH2:39][C:48]3[CH:47]=[N:46][CH:51]=[CH:50][CH:49]=3)=[O:38])=[O:23])[CH2:25][CH2:26]2)=[N:31][CH:32]=[C:33]([CH3:37])[CH:34]=1. (4) Given the reactants [C:1]([C:3]([C:6]1[CH:30]=[CH:29][C:9]([C:10]([NH:12][C:13]2[CH:18]=[C:17]([C:19]3[CH:24]=[CH:23][CH:22]=[CH:21][CH:20]=3)[N:16]3[N:25]=[C:26]([CH3:28])[CH:27]=[C:15]3[N:14]=2)=[O:11])=[CH:8][CH:7]=1)([CH3:5])[CH3:4])#[N:2].[H][H], predict the reaction product. The product is: [NH2:2][CH2:1][C:3]([C:6]1[CH:7]=[CH:8][C:9]([C:10]([NH:12][C:13]2[CH:18]=[C:17]([C:19]3[CH:24]=[CH:23][CH:22]=[CH:21][CH:20]=3)[N:16]3[N:25]=[C:26]([CH3:28])[CH:27]=[C:15]3[N:14]=2)=[O:11])=[CH:29][CH:30]=1)([CH3:4])[CH3:5]. (5) Given the reactants [N+:1]([C:4]1[CH:5]=[C:6]([CH:9]=[CH:10][CH:11]=1)[CH:7]=O)([O-:3])=[O:2].[CH2:12]([CH2:14][NH2:15])[OH:13].[BH4-].[Na+].O, predict the reaction product. The product is: [N+:1]([C:4]1[CH:5]=[C:6]([CH:9]=[CH:10][CH:11]=1)[CH2:7][NH:15][CH2:14][CH2:12][OH:13])([O-:3])=[O:2]. (6) The product is: [Cl:17][C:14]1[CH:15]=[CH:16][C:11]([NH:10][C:8]([C:7]2[C:2]([NH:18][C:19]3[CH:27]=[C:26]4[C:22]([CH:23]=[N:24][NH:25]4)=[CH:21][CH:20]=3)=[N:3][CH:4]=[CH:5][CH:6]=2)=[O:9])=[CH:12][CH:13]=1. Given the reactants Cl[C:2]1[C:7]([C:8]([NH:10][C:11]2[CH:16]=[CH:15][C:14]([Cl:17])=[CH:13][CH:12]=2)=[O:9])=[CH:6][CH:5]=[CH:4][N:3]=1.[NH2:18][C:19]1[CH:27]=[C:26]2[C:22]([CH:23]=[N:24][NH:25]2)=[CH:21][CH:20]=1, predict the reaction product. (7) The product is: [CH3:18][C:17]([CH3:20])([CH3:19])[C:16]([N:13]1[CH2:14][CH2:15][N:10]([C:7]2[CH:6]=[CH:5][C:4]([N+:1]([O-:3])=[O:2])=[CH:9][CH:8]=2)[CH2:11][CH2:12]1)=[O:21]. Given the reactants [N+:1]([C:4]1[CH:9]=[CH:8][C:7]([N:10]2[CH2:15][CH2:14][NH:13][CH2:12][CH2:11]2)=[CH:6][CH:5]=1)([O-:3])=[O:2].[C:16](Cl)(=[O:21])[C:17]([CH3:20])([CH3:19])[CH3:18].C(N(CC)CC)C, predict the reaction product. (8) Given the reactants [F:1][CH:2]([F:12])[C:3]1[C:7]([C:8](Cl)=[O:9])=[CH:6][N:5]([CH3:11])[N:4]=1.[CH:13]1([NH:16][CH:17]([CH3:27])[CH2:18][N:19]([CH3:26])[C:20]2[CH:25]=[CH:24][CH:23]=[CH:22][CH:21]=2)[CH2:15][CH2:14]1.C(N(CC)CC)C.CCCCCCC.C(OCC)(=O)C, predict the reaction product. The product is: [CH:13]1([N:16]([CH:17]([CH3:27])[CH2:18][N:19]([CH3:26])[C:20]2[CH:25]=[CH:24][CH:23]=[CH:22][CH:21]=2)[C:8]([C:7]2[C:3]([CH:2]([F:12])[F:1])=[N:4][N:5]([CH3:11])[CH:6]=2)=[O:9])[CH2:15][CH2:14]1. (9) The product is: [ClH:28].[CH3:27][C:20]1[CH:19]=[C:18]([O:17][CH2:16][CH2:15][CH2:14][CH:11]2[CH2:10][CH2:9][NH:8][CH2:13][CH2:12]2)[CH:23]=[CH:22][C:21]=1[C:24]([OH:26])=[O:25]. Given the reactants C(OC([N:8]1[CH2:13][CH2:12][CH:11]([CH2:14][CH2:15][CH2:16][O:17][C:18]2[CH:23]=[CH:22][C:21]([C:24]([OH:26])=[O:25])=[C:20]([CH3:27])[CH:19]=2)[CH2:10][CH2:9]1)=O)(C)(C)C.[ClH:28], predict the reaction product.